This data is from Reaction yield outcomes from USPTO patents with 853,638 reactions. The task is: Predict the reaction yield, written as a fraction of the theoretical maximum amount of product (1.0 means a 100% yield; for example, 0.34 means a 34% yield). (1) The reactants are [ClH:1].Cl.[C:3]([C:6]1[CH:7]=[C:8](/[CH:12]=[C:13](\[CH3:34])/[CH2:14][N:15]([C:21]2[CH:26]=[CH:25][C:24]([O:27][CH:28]3[CH2:33][CH2:32][NH:31][CH2:30][CH2:29]3)=[CH:23][CH:22]=2)[S:16]([CH2:19][CH3:20])(=[O:18])=[O:17])[CH:9]=[CH:10][CH:11]=1)(=[NH:5])[NH2:4].Cl.[C:36](=[NH:41])(OCC)[CH3:37].C(N(CC)CC)C.Cl. The catalyst is C(O)C.O1CCOCC1.CO. The product is [ClH:1].[ClH:1].[C:36]([N:31]1[CH2:32][CH2:33][CH:28]([O:27][C:24]2[CH:23]=[CH:22][C:21]([N:15]([CH2:14]/[C:13](/[CH3:34])=[CH:12]/[C:8]3[CH:9]=[CH:10][CH:11]=[C:6]([C:3](=[NH:4])[NH2:5])[CH:7]=3)[S:16]([CH2:19][CH3:20])(=[O:18])=[O:17])=[CH:26][CH:25]=2)[CH2:29][CH2:30]1)(=[NH:41])[CH3:37]. The yield is 0.450. (2) The product is [C:1]([O:5][C:6]([N:8]([CH2:19][C:20]1[CH:21]=[CH:22][CH:23]=[CH:24][CH:25]=1)[C@H:9]([CH:17]=[O:18])[CH2:10][C:11]1[CH:12]=[CH:13][CH:14]=[CH:15][CH:16]=1)=[O:7])([CH3:4])([CH3:2])[CH3:3]. The yield is 1.00. The catalyst is CS(C)=O. The reactants are [C:1]([O:5][C:6]([N:8]([CH2:19][C:20]1[CH:25]=[CH:24][CH:23]=[CH:22][CH:21]=1)[C@H:9]([CH2:17][OH:18])[CH2:10][C:11]1[CH:16]=[CH:15][CH:14]=[CH:13][CH:12]=1)=[O:7])([CH3:4])([CH3:3])[CH3:2].C(N(CC)CC)C.O.